Dataset: CYP1A2 inhibition data for predicting drug metabolism from PubChem BioAssay. Task: Regression/Classification. Given a drug SMILES string, predict its absorption, distribution, metabolism, or excretion properties. Task type varies by dataset: regression for continuous measurements (e.g., permeability, clearance, half-life) or binary classification for categorical outcomes (e.g., BBB penetration, CYP inhibition). Dataset: cyp1a2_veith. (1) The compound is CCOc1cc2c(C)cc(=O)oc2cc1Cl. The result is 1 (inhibitor). (2) The molecule is CN1[C@H]2CC[C@@H]1CC(NC(=O)c1nn(C)c3ccccc13)C2. The result is 0 (non-inhibitor). (3) The result is 0 (non-inhibitor). The drug is CC(O)(CS(=O)(=O)c1cccc(C(F)(F)F)c1)C(=O)Nc1cccc(C(F)(F)F)c1. (4) The molecule is Cc1ccc(OC(=O)c2cccc(C(=O)Oc3ccc(C)cn3)n2)nc1. The result is 0 (non-inhibitor). (5) The molecule is COC(=O)CSc1ccc(C#N)c(SCC(=O)OC)c1. The result is 1 (inhibitor). (6) The compound is CCc1c(C(C)O)oc2ccc3c(C)cc(=O)oc3c12. The result is 1 (inhibitor). (7) The drug is CN(C)C(=O)c1ccc(-c2cncnc2NCc2cccs2)cc1. The result is 1 (inhibitor). (8) The drug is CC(C)NC(=O)N1CCCC2(CCN(S(=O)(=O)c3ccccc3)CC2)C1. The result is 0 (non-inhibitor).